Predict the reactants needed to synthesize the given product. From a dataset of Retrosynthesis with 50K atom-mapped reactions and 10 reaction types from USPTO. (1) Given the product Cc1cc(C#Cc2cn(C3CCC3)c(C)n2)ccn1, predict the reactants needed to synthesize it. The reactants are: BrC1CCC1.Cc1cc(C#Cc2c[nH]c(C)n2)ccn1. (2) Given the product C=Cc1cnc(N(Cc2ccc(OC)cc2)Cc2ccc(OC)cc2)cc1Br, predict the reactants needed to synthesize it. The reactants are: C=C[Sn](CCCC)(CCCC)CCCC.COc1ccc(CN(Cc2ccc(OC)cc2)c2cc(Br)c(I)cn2)cc1. (3) Given the product CCOCC(=O)Nc1cnc2cccnc2c1NCc1cc(-c2ccc(F)cc2)no1, predict the reactants needed to synthesize it. The reactants are: CCOCC(=O)Cl.Nc1cnc2cccnc2c1NCc1cc(-c2ccc(F)cc2)no1. (4) Given the product COC(=O)c1ccc(/C=C/C(=O)OC(C)(C)C)c(F)c1, predict the reactants needed to synthesize it. The reactants are: C=CC(=O)OC(C)(C)C.COC(=O)c1ccc(Br)c(F)c1. (5) Given the product CCOC(C)OC(Cc1ccccc1)C1CCC(C#N)(N(C)C)CC1, predict the reactants needed to synthesize it. The reactants are: CCOC(C)OC(Cc1ccccc1)C1CCC(=O)CC1.CNC.[C-]#N. (6) Given the product COC(=O)CC1Cc2ccc(S)cc2C1, predict the reactants needed to synthesize it. The reactants are: COC(=O)CC1Cc2ccc(SCc3sc(-c4ccc(C(F)(F)F)cc4)nc3C)cc2C1. (7) Given the product CCN(CC)CCn1c(CNC(=O)C(C)(C)C)nc2cc(C=CC(=O)NO)ccc21, predict the reactants needed to synthesize it. The reactants are: CCN(CC)CCn1c(CNC(=O)C(C)(C)C)nc2cc(C=CC(=O)OC)ccc21.NO. (8) Given the product CS(=O)(=O)Nc1cc2occ(C(=O)Nc3nnn[nH]3)c(=O)c2cc1Oc1ccccc1, predict the reactants needed to synthesize it. The reactants are: CS(=O)(=O)Nc1cc2occ(C(=O)O)c(=O)c2cc1Oc1ccccc1.Nc1nnn[nH]1. (9) The reactants are: CC(C)(C)OC(=O)OC(=O)OC(C)(C)C.O=C1Nc2cc(Cl)ccc2/C1=C/c1cccc(F)c1. Given the product CC(C)(C)OC(=O)N1C(=O)/C(=C\c2cccc(F)c2)c2ccc(Cl)cc21, predict the reactants needed to synthesize it. (10) Given the product O=C(NCc1ccc(F)cc1)c1ncc2cccnc2c1O, predict the reactants needed to synthesize it. The reactants are: COC(=O)c1ncc2cccnc2c1O.NCc1ccc(F)cc1.